Dataset: Peptide-MHC class I binding affinity with 185,985 pairs from IEDB/IMGT. Task: Regression. Given a peptide amino acid sequence and an MHC pseudo amino acid sequence, predict their binding affinity value. This is MHC class I binding data. (1) The peptide sequence is SMPLGVVTN. The MHC is HLA-A02:01 with pseudo-sequence HLA-A02:01. The binding affinity (normalized) is 0. (2) The peptide sequence is CKSKNPLLY. The MHC is HLA-A23:01 with pseudo-sequence HLA-A23:01. The binding affinity (normalized) is 0. (3) The peptide sequence is PPHRWCIPW. The MHC is Mamu-B17 with pseudo-sequence Mamu-B17. The binding affinity (normalized) is 0.273. (4) The peptide sequence is LTFGWCFKL. The MHC is HLA-A02:01 with pseudo-sequence HLA-A02:01. The binding affinity (normalized) is 0.597. (5) The peptide sequence is IPVSTNGKI. The MHC is HLA-B08:02 with pseudo-sequence HLA-B08:02. The binding affinity (normalized) is 0.0847. (6) The peptide sequence is FPMIIGSEL. The MHC is HLA-B83:01 with pseudo-sequence HLA-B83:01. The binding affinity (normalized) is 0.533. (7) The binding affinity (normalized) is 0.313. The peptide sequence is LPFDKPTIM. The MHC is HLA-B54:01 with pseudo-sequence HLA-B54:01. (8) The peptide sequence is SVLNDILSR. The MHC is HLA-A11:01 with pseudo-sequence HLA-A11:01. The binding affinity (normalized) is 0.538.